Dataset: Catalyst prediction with 721,799 reactions and 888 catalyst types from USPTO. Task: Predict which catalyst facilitates the given reaction. (1) Reactant: [CH3:1][O:2][C:3](=[O:18])[C@@H:4]([N:13]1[CH:17]=[CH:16][CH:15]=[CH:14]1)[CH2:5][C:6]1[CH:11]=[CH:10][C:9]([OH:12])=[CH:8][CH:7]=1.[Br:19]N1C(=O)CCC1=O. Product: [CH3:1][O:2][C:3](=[O:18])[C@@H:4]([N:13]1[CH:17]=[CH:16][C:15]([Br:19])=[CH:14]1)[CH2:5][C:6]1[CH:11]=[CH:10][C:9]([OH:12])=[CH:8][CH:7]=1. The catalyst class is: 1. (2) Reactant: [CH3:1][S:2]([C:4]1[CH:9]=[CH:8][C:7]([C:10]2[C:19]3[C:14](=[CH:15][C:16]([C:20]4[CH:25]=[CH:24][C:23]([C:26]([F:29])([F:28])[F:27])=[CH:22][CH:21]=4)=[CH:17][CH:18]=3)[CH:13]=[C:12]([C:30]([O:32]CC)=[O:31])[CH:11]=2)=[CH:6][CH:5]=1)=[O:3].[Li+].[OH-]. Product: [CH3:1][S:2]([C:4]1[CH:5]=[CH:6][C:7]([C:10]2[C:19]3[C:14](=[CH:15][C:16]([C:20]4[CH:25]=[CH:24][C:23]([C:26]([F:29])([F:28])[F:27])=[CH:22][CH:21]=4)=[CH:17][CH:18]=3)[CH:13]=[C:12]([C:30]([OH:32])=[O:31])[CH:11]=2)=[CH:8][CH:9]=1)=[O:3]. The catalyst class is: 36. (3) Reactant: [NH2:1][CH:2]([CH:26]1[CH2:28][CH2:27]1)[CH2:3][CH2:4][N:5]1[C:13]([S:14][C:15]2[C:23]([Br:24])=[CH:22][C:18]3[O:19][CH2:20][O:21][C:17]=3[CH:16]=2)=[N:12][C:11]2[C:6]1=[N:7][CH:8]=[N:9][C:10]=2[NH2:25].NC(C1CC1)CCN1C2C(N=C(SC3C(Br)=C[C:46]4[O:47]CO[C:45]=4C=3)N=2)=C(N)N=C1.C(Cl)(=O)C.CCN(CC)CC. Product: [NH2:25][C:10]1[N:9]=[CH:8][N:7]=[C:6]2[C:11]=1[N:12]=[C:13]([S:14][C:15]1[C:23]([Br:24])=[CH:22][C:18]3[O:19][CH2:20][O:21][C:17]=3[CH:16]=1)[N:5]2[CH2:4][CH2:3][CH:2]([NH:1][C:46](=[O:47])[CH3:45])[CH:26]1[CH2:28][CH2:27]1. The catalyst class is: 1. (4) Reactant: C[O:2][C:3]([C:5]1([NH:18][C:19]([O:21][CH2:22][C:23]2[CH:28]=[CH:27][CH:26]=[CH:25][CH:24]=2)=[O:20])[CH2:10][CH2:9][N:8]([C:11]([O:13][C:14]([CH3:17])([CH3:16])[CH3:15])=[O:12])[CH2:7][CH2:6]1)=O.[BH4-].[Li+]. Product: [C:14]([O:13][C:11]([N:8]1[CH2:9][CH2:10][C:5]([NH:18][C:19]([O:21][CH2:22][C:23]2[CH:24]=[CH:25][CH:26]=[CH:27][CH:28]=2)=[O:20])([CH2:3][OH:2])[CH2:6][CH2:7]1)=[O:12])([CH3:17])([CH3:15])[CH3:16]. The catalyst class is: 20.